Dataset: hERG Central: cardiac toxicity at 1µM, 10µM, and general inhibition. Task: Predict hERG channel inhibition at various concentrations. (1) The molecule is CCN1CCN(c2c(C=O)c(Cl)nc3ccc(OC)cc23)CC1. Results: hERG_inhib (hERG inhibition (general)): blocker. (2) The molecule is O=C(C1CCN(c2nnc(-n3cccc3)s2)CC1)N1CCc2ccccc2C1. Results: hERG_inhib (hERG inhibition (general)): blocker. (3) Results: hERG_inhib (hERG inhibition (general)): blocker. The drug is CCOC(=O)C1(Cc2ccc(Cl)cc2)CCN(C(C)Cc2ccc(O)c(OC)c2)CC1. (4) Results: hERG_inhib (hERG inhibition (general)): blocker. The drug is Clc1cc(Br)ccc1OCCOCCN1CCCC1.O=C(O)C(=O)O. (5) Results: hERG_inhib (hERG inhibition (general)): blocker. The compound is CCCCCCn1c(SCC(=O)OC)nc2c1c(=O)[nH]c(=O)n2C. (6) The compound is CCN(CC(=O)NCc1ccc(F)cc1)C(=O)c1cc2ccccc2o1. Results: hERG_inhib (hERG inhibition (general)): blocker. (7) The molecule is CCN1/C(=C/c2ccc3ccccc3[n+]2CC)C=Cc2ccccc21.[Cl-]. Results: hERG_inhib (hERG inhibition (general)): blocker.